From a dataset of NCI-60 drug combinations with 297,098 pairs across 59 cell lines. Regression. Given two drug SMILES strings and cell line genomic features, predict the synergy score measuring deviation from expected non-interaction effect. (1) Synergy scores: CSS=37.7, Synergy_ZIP=-2.97, Synergy_Bliss=-0.00268, Synergy_Loewe=-6.12, Synergy_HSA=1.53. Drug 1: CC1=CC=C(C=C1)C2=CC(=NN2C3=CC=C(C=C3)S(=O)(=O)N)C(F)(F)F. Drug 2: CN(CCCl)CCCl.Cl. Cell line: HCT-15. (2) Drug 1: CC1=CC=C(C=C1)C2=CC(=NN2C3=CC=C(C=C3)S(=O)(=O)N)C(F)(F)F. Drug 2: CS(=O)(=O)CCNCC1=CC=C(O1)C2=CC3=C(C=C2)N=CN=C3NC4=CC(=C(C=C4)OCC5=CC(=CC=C5)F)Cl. Cell line: HCT116. Synergy scores: CSS=-3.47, Synergy_ZIP=2.60, Synergy_Bliss=0.758, Synergy_Loewe=-2.02, Synergy_HSA=-5.14. (3) Drug 2: CN(C(=O)NC(C=O)C(C(C(CO)O)O)O)N=O. Synergy scores: CSS=-0.456, Synergy_ZIP=-2.53, Synergy_Bliss=-4.75, Synergy_Loewe=-3.59, Synergy_HSA=-3.57. Drug 1: CC12CCC(CC1=CCC3C2CCC4(C3CC=C4C5=CN=CC=C5)C)O. Cell line: PC-3.